Dataset: Full USPTO retrosynthesis dataset with 1.9M reactions from patents (1976-2016). Task: Predict the reactants needed to synthesize the given product. (1) Given the product [C:1]1([C:7]2[N:11]3[CH:12]=[CH:13][CH:14]=[CH:15][C:10]3=[N:9][C:8]=2[C:16]2[CH:23]=[CH:22][C:19]([CH2:20][N:46]3[CH2:47][CH2:48][CH:43]([C:40]4[NH:39][C:38]([C:34]5[S:33][CH:37]=[CH:36][CH:35]=5)=[N:42][N:41]=4)[CH2:44][CH2:45]3)=[CH:18][CH:17]=2)[CH:6]=[CH:5][CH:4]=[CH:3][CH:2]=1, predict the reactants needed to synthesize it. The reactants are: [C:1]1([C:7]2[N:11]3[CH:12]=[CH:13][CH:14]=[CH:15][C:10]3=[N:9][C:8]=2[C:16]2[CH:23]=[CH:22][C:19]([CH:20]=O)=[CH:18][CH:17]=2)[CH:6]=[CH:5][CH:4]=[CH:3][CH:2]=1.C(N(CC)CC)C.Cl.Cl.[S:33]1[CH:37]=[CH:36][CH:35]=[C:34]1[C:38]1[NH:42][N:41]=[C:40]([CH:43]2[CH2:48][CH2:47][NH:46][CH2:45][CH2:44]2)[N:39]=1.C(O)(=O)C.[BH-](OC(C)=O)(OC(C)=O)OC(C)=O.[Na+]. (2) Given the product [OH:14][C:3]1[C:2]([NH:1][C:30](=[O:31])[CH2:29][C:25]2[CH:24]=[C:23]([P:18](=[O:19])([O:17][CH2:15][CH3:16])[O:20][CH2:21][CH3:22])[CH:28]=[CH:27][CH:26]=2)=[CH:7][N:6]=[C:5]([C:8]2[N:9]=[N:10][CH:11]=[CH:12][CH:13]=2)[N:4]=1, predict the reactants needed to synthesize it. The reactants are: [NH2:1][C:2]1[C:3]([OH:14])=[N:4][C:5]([C:8]2[N:9]=[N:10][CH:11]=[CH:12][CH:13]=2)=[N:6][CH:7]=1.[CH2:15]([O:17][P:18]([C:23]1[CH:24]=[C:25]([CH2:29][C:30](O)=[O:31])[CH:26]=[CH:27][CH:28]=1)([O:20][CH2:21][CH3:22])=[O:19])[CH3:16].CN(C(ON1N=NC2C=CC=NC1=2)=[N+](C)C)C.F[P-](F)(F)(F)(F)F.CCN(CC)CC. (3) Given the product [F:20][C:2]([F:1])([F:19])[C:3]1[CH:8]=[CH:7][CH:6]=[CH:5][C:4]=1[C:9]1[CH:14]=[CH:13][N:12]2[N:15]=[CH:16][C:17]([NH:18][C:27](=[O:28])[C:22]3[CH:23]=[CH:24][CH:25]=[CH:26][N:21]=3)=[C:11]2[N:10]=1, predict the reactants needed to synthesize it. The reactants are: [F:1][C:2]([F:20])([F:19])[C:3]1[CH:8]=[CH:7][CH:6]=[CH:5][C:4]=1[C:9]1[CH:14]=[CH:13][N:12]2[N:15]=[CH:16][C:17]([NH2:18])=[C:11]2[N:10]=1.[N:21]1[CH:26]=[CH:25][CH:24]=[CH:23][C:22]=1[C:27](O)=[O:28].CCN(C(C)C)C(C)C.CN(C(ON1N=NC2C=CC=NC1=2)=[N+](C)C)C.F[P-](F)(F)(F)(F)F. (4) Given the product [CH:1]1([C:4]2[N:5]=[CH:6][N:7]([C:9]3[CH:14]=[CH:13][N:12]=[C:11]([C:15]([NH:17][C:18]4[CH:22]=[C:21]([C:23]5[N:31]([C@H:29]([CH:28]([CH3:32])[CH3:27])[CH3:30])[CH:33]=[N:26][N:25]=5)[S:20][CH:19]=4)=[O:16])[CH:10]=3)[CH:8]=2)[CH2:3][CH2:2]1, predict the reactants needed to synthesize it. The reactants are: [CH:1]1([C:4]2[N:5]=[CH:6][N:7]([C:9]3[CH:14]=[CH:13][N:12]=[C:11]([C:15]([NH:17][C:18]4[CH:22]=[C:21]([C:23]([NH:25][NH2:26])=O)[S:20][CH:19]=4)=[O:16])[CH:10]=3)[CH:8]=2)[CH2:3][CH2:2]1.[CH3:27][CH:28]([CH3:32])[C@@H:29]([NH2:31])[CH3:30].[C:33](O)(=O)C. (5) The reactants are: [CH3:1][O:2][C:3]([C:5]1[N:6]=[CH:7][C:8]2[C:13]([C:14]=1[OH:15])=[CH:12][CH:11]=[CH:10][C:9]=2I)=[O:4].[CH3:17][O:18][C:19]1[CH:20]=[C:21]([OH:25])[CH:22]=[CH:23][CH:24]=1. Given the product [CH3:1][O:2][C:3]([C:5]1[N:6]=[CH:7][C:8]2[C:13]([C:14]=1[OH:15])=[CH:12][CH:11]=[CH:10][C:9]=2[O:25][C:21]1[CH:22]=[CH:23][CH:24]=[C:19]([O:18][CH3:17])[CH:20]=1)=[O:4], predict the reactants needed to synthesize it. (6) Given the product [Cl:16][C:17]1[CH:25]=[CH:24][CH:23]=[C:22]([Cl:26])[C:18]=1[C:19]([NH:10][C@H:9]([C:11]([OH:13])=[O:12])[CH2:8][C:7]1[CH:6]=[CH:5][C:4]([I:3])=[CH:15][CH:14]=1)=[O:20], predict the reactants needed to synthesize it. The reactants are: [OH-].[Na+].[I:3][C:4]1[CH:15]=[CH:14][C:7]([CH2:8][C@@H:9]([C:11]([OH:13])=[O:12])[NH2:10])=[CH:6][CH:5]=1.[Cl:16][C:17]1[CH:25]=[CH:24][CH:23]=[C:22]([Cl:26])[C:18]=1[C:19](Cl)=[O:20].Cl. (7) Given the product [NH2:1][C:2]1[C:3]([C:9]([OH:11])=[O:10])=[N:4][C:5]([C:18]2[CH:17]=[C:16]([O:19][CH2:20][CH2:21][CH3:22])[CH:15]=[CH:14][C:13]=2[F:12])=[CH:6][CH:7]=1, predict the reactants needed to synthesize it. The reactants are: [NH2:1][C:2]1[C:3]([C:9]([OH:11])=[O:10])=[N:4][C:5](Br)=[CH:6][CH:7]=1.[F:12][C:13]1[CH:18]=[CH:17][C:16]([O:19][CH2:20][CH2:21][CH3:22])=[CH:15][C:14]=1B(O)O.